This data is from Experimentally validated miRNA-target interactions with 360,000+ pairs, plus equal number of negative samples. The task is: Binary Classification. Given a miRNA mature sequence and a target amino acid sequence, predict their likelihood of interaction. (1) The miRNA is hsa-miR-6741-3p with sequence UCGGCUCUCUCCCUCACCCUAG. The protein sequence of the target gene is MGLLRIMMPPKLQLLAVVAFAVAMLFLENQIQKLEESRAKLERAIARHEVREIEQRHTMDGPRQDATLDEEEDIIIIYNRVPKTASTSFTNIAYDLCAKNRYHVLHINTTKNNPVMSLQDQVRFVKNITTWNEMKPGFYHGHISYLDFAKFGVKKKPIYINVIRDPIERLVSYYYFLRFGDDYRPGLRRRKQGDKKTFDECVAEGGSDCAPEKLWLQIPFFCGHSSECWNVGSRWAMDQAKSNLINEYFLVGVTEELEDFIMLLEAALPRFFRGATDLYRTGKKSHLRKTTEKKLPTKQT.... Result: 0 (no interaction). (2) The miRNA is hsa-miR-620 with sequence AUGGAGAUAGAUAUAGAAAU. The protein sequence of the target gene is MKQSSNVPAFLSKLWTLVEETHTNEFITWSQNGQSFLVLDEQRFAKEILPKYFKHNNMASFVRQLNMYGFRKVVHIESGIIKQERDGPVEFQHPYFKQGQDDLLENIKRKVSSSKPEENKIRQEDLTKIISSAQKVQIKQETIESRLSELKSENESLWKEVSELRAKHAQQQQVIRKIVQFIVTLVQNNQLVSLKRKRPLLLNTNGAPKKNLYQHIVKEPTDNHHHKVPHSRTEGLKSRERISDDIIIYDVTDDNVDEENIPVIPETNEDVVVDSSNQYPDIVIVEDDNEDEYAPVIQSG.... Result: 0 (no interaction). (3) The miRNA is mmu-miR-694 with sequence CUGAAAAUGUUGCCUGAAG. The protein sequence of the target gene is MEPEEGTPLWRLQKLPPEQGAGLLHKIIDGFCGRAYPAHQDYHSVWNSAEWKHVLEDVTTFFKAVVGKNFSEEETLQQLNQLNSCHQEAVLKCLKSRRNEIKQALLGEIVDISCAQLQDFDWQLKLALSSDKIATLQMPLLNLHLDVKEDDKVKPYTVEMSKEELQSLISSLEAANKVVLQLK. Result: 0 (no interaction).